This data is from Forward reaction prediction with 1.9M reactions from USPTO patents (1976-2016). The task is: Predict the product of the given reaction. The product is: [F:32][C:33]1[CH:34]=[CH:35][C:36]([C:37]([NH:12][C:10]2[S:11][C:28]3[C:29]([N:24]([CH3:22])[CH2:25][C:26](=[O:27])[N:56]4[CH2:51][CH2:52][CH2:53][CH2:54][CH2:55]4)=[CH:5][CH:4]=[C:3]([O:2][CH3:1])[C:8]=3[N:9]=2)=[O:39])=[CH:40][CH:41]=1. Given the reactants [CH3:1][O:2][C:3]1[C:8]2[N:9]=[C:10]([NH2:12])[S:11]C=2C(N)=[CH:5][CH:4]=1.C(=O)([O-])[O-].[K+].[K+].IC[C:22]([N:24]1[CH2:29][CH2:28][O:27][CH2:26][CH2:25]1)=O.IC.[F:32][C:33]1[CH:41]=[CH:40][C:36]([C:37]([OH:39])=O)=[CH:35][CH:34]=1.CN(C(ON1N=N[C:52]2[CH:53]=[CH:54][CH:55]=[N:56][C:51]1=2)=[N+](C)C)C.F[P-](F)(F)(F)(F)F.C(N(C(C)C)C(C)C)C, predict the reaction product.